From a dataset of NCI-60 drug combinations with 297,098 pairs across 59 cell lines. Regression. Given two drug SMILES strings and cell line genomic features, predict the synergy score measuring deviation from expected non-interaction effect. (1) Drug 1: C1=CC(=C2C(=C1NCCNCCO)C(=O)C3=C(C=CC(=C3C2=O)O)O)NCCNCCO. Drug 2: CC1=CC2C(CCC3(C2CCC3(C(=O)C)OC(=O)C)C)C4(C1=CC(=O)CC4)C. Cell line: MCF7. Synergy scores: CSS=25.7, Synergy_ZIP=4.31, Synergy_Bliss=2.28, Synergy_Loewe=-34.1, Synergy_HSA=-5.91. (2) Cell line: HCT116. Drug 2: CCC1=C2N=C(C=C(N2N=C1)NCC3=C[N+](=CC=C3)[O-])N4CCCCC4CCO. Drug 1: CCC1=CC2CC(C3=C(CN(C2)C1)C4=CC=CC=C4N3)(C5=C(C=C6C(=C5)C78CCN9C7C(C=CC9)(C(C(C8N6C)(C(=O)OC)O)OC(=O)C)CC)OC)C(=O)OC. Synergy scores: CSS=65.7, Synergy_ZIP=0.618, Synergy_Bliss=-1.08, Synergy_Loewe=-1.47, Synergy_HSA=2.45.